The task is: Regression. Given two drug SMILES strings and cell line genomic features, predict the synergy score measuring deviation from expected non-interaction effect.. This data is from NCI-60 drug combinations with 297,098 pairs across 59 cell lines. (1) Drug 2: CC=C1C(=O)NC(C(=O)OC2CC(=O)NC(C(=O)NC(CSSCCC=C2)C(=O)N1)C(C)C)C(C)C. Drug 1: CC1=C2C(C(=O)C3(C(CC4C(C3C(C(C2(C)C)(CC1OC(=O)C(C(C5=CC=CC=C5)NC(=O)C6=CC=CC=C6)O)O)OC(=O)C7=CC=CC=C7)(CO4)OC(=O)C)O)C)OC(=O)C. Synergy scores: CSS=-0.910, Synergy_ZIP=3.71, Synergy_Bliss=-4.33, Synergy_Loewe=-6.60, Synergy_HSA=-3.24. Cell line: NCI/ADR-RES. (2) Drug 2: CCCS(=O)(=O)NC1=C(C(=C(C=C1)F)C(=O)C2=CNC3=C2C=C(C=N3)C4=CC=C(C=C4)Cl)F. Cell line: T-47D. Synergy scores: CSS=-4.51, Synergy_ZIP=1.30, Synergy_Bliss=1.06, Synergy_Loewe=-6.78, Synergy_HSA=-3.16. Drug 1: CN(C)C1=NC(=NC(=N1)N(C)C)N(C)C.